From a dataset of Peptide-MHC class I binding affinity with 185,985 pairs from IEDB/IMGT. Regression. Given a peptide amino acid sequence and an MHC pseudo amino acid sequence, predict their binding affinity value. This is MHC class I binding data. (1) The MHC is HLA-A02:06 with pseudo-sequence HLA-A02:06. The binding affinity (normalized) is 0.583. The peptide sequence is YLRGHTESI. (2) The peptide sequence is LMDSIFVST. The MHC is H-2-Db with pseudo-sequence H-2-Db. The binding affinity (normalized) is 0. (3) The peptide sequence is RFEAYGWQV. The MHC is HLA-C04:01 with pseudo-sequence HLA-C04:01. The binding affinity (normalized) is 0.0847.